Dataset: Peptide-MHC class I binding affinity with 185,985 pairs from IEDB/IMGT. Task: Regression. Given a peptide amino acid sequence and an MHC pseudo amino acid sequence, predict their binding affinity value. This is MHC class I binding data. The peptide sequence is ALLELFNAF. The MHC is HLA-A32:01 with pseudo-sequence HLA-A32:01. The binding affinity (normalized) is 0.527.